Dataset: Reaction yield outcomes from USPTO patents with 853,638 reactions. Task: Predict the reaction yield, written as a fraction of the theoretical maximum amount of product (1.0 means a 100% yield; for example, 0.34 means a 34% yield). (1) The reactants are C1([O:7][C:8](=O)[N:9]([C:19]2[CH:24]=[C:23]([O:25][C:26]3[CH:31]=[CH:30][C:29]([NH:32][C:33]([C:35]4([C:38](=[O:47])[NH:39][C:40]5[CH:45]=[CH:44][C:43]([F:46])=[CH:42][CH:41]=5)[CH2:37][CH2:36]4)=[O:34])=[CH:28][C:27]=3[F:48])[CH:22]=[CH:21][N:20]=2)C(OC2C=CC=CC=2)=O)C=CC=CC=1.[CH3:50][N:51]([CH3:57])[C@@H:52]1[CH2:56][CH2:55][NH:54][CH2:53]1. The catalyst is CN(C)C=O. The product is [CH3:50][N:51]([CH3:57])[C@@H:52]1[CH2:56][CH2:55][N:54]([C:8]([NH:9][C:19]2[CH:24]=[C:23]([O:25][C:26]3[CH:31]=[CH:30][C:29]([NH:32][C:33]([C:35]4([C:38]([NH:39][C:40]5[CH:41]=[CH:42][C:43]([F:46])=[CH:44][CH:45]=5)=[O:47])[CH2:37][CH2:36]4)=[O:34])=[CH:28][C:27]=3[F:48])[CH:22]=[CH:21][N:20]=2)=[O:7])[CH2:53]1. The yield is 0.510. (2) The product is [F:22][C:23]([F:30])([F:29])[C:24]([N:1]1[CH2:6][CH2:5][CH:4]([NH:7][C:8]([NH:10][C:11]2[CH:16]=[CH:15][C:14]([O:17][C:18]([F:19])([F:20])[F:21])=[CH:13][CH:12]=2)=[O:9])[CH2:3][CH2:2]1)=[O:25]. The yield is 0.370. The catalyst is C1COCC1. The reactants are [NH:1]1[CH2:6][CH2:5][CH:4]([NH:7][C:8]([NH:10][C:11]2[CH:16]=[CH:15][C:14]([O:17][C:18]([F:21])([F:20])[F:19])=[CH:13][CH:12]=2)=[O:9])[CH2:3][CH2:2]1.[F:22][C:23]([F:30])([F:29])[C:24](OCC)=[O:25]. (3) The reactants are Cl.[Cl:2][C:3]1[CH:8]=[CH:7][C:6]([S:9]([CH:12]([C:17]2[CH:22]=[C:21]([F:23])[CH:20]=[CH:19][C:18]=2[F:24])[CH2:13][CH2:14][CH2:15][NH2:16])(=[O:11])=[O:10])=[CH:5][CH:4]=1.CN1CCOCC1.Cl[CH2:33][CH2:34][CH2:35][C:36](Cl)=[O:37].[H-].[Na+]. The catalyst is ClCCl.O1CCCC1.CN(C)C=O.CCCCCC.O. The product is [Cl:2][C:3]1[CH:4]=[CH:5][C:6]([S:9]([CH:12]([C:17]2[CH:22]=[C:21]([F:23])[CH:20]=[CH:19][C:18]=2[F:24])[CH2:13][CH2:14][CH2:15][N:16]2[CH2:33][CH2:34][CH2:35][C:36]2=[O:37])(=[O:11])=[O:10])=[CH:7][CH:8]=1. The yield is 0.820. (4) The reactants are [C:1]([C:4]1[CH:9]=[CH:8][C:7]([S:10]([N:13]([CH3:15])[CH3:14])(=[O:12])=[O:11])=[CH:6][CH:5]=1)(=[O:3])[CH3:2].[CH3:16][O:17][C:18]1[CH:25]=[C:24]([O:26][CH3:27])[C:23]([C:28]2[N:29]([CH3:37])[C:30]3[C:35]([CH:36]=2)=[CH:34][CH:33]=[CH:32][CH:31]=3)=[CH:22][C:19]=1[CH:20]=O. No catalyst specified. The product is [CH3:16][O:17][C:18]1[CH:25]=[C:24]([O:26][CH3:27])[C:23]([C:28]2[N:29]([CH3:37])[C:30]3[C:35]([CH:36]=2)=[CH:34][CH:33]=[CH:32][CH:31]=3)=[CH:22][C:19]=1/[CH:20]=[CH:2]/[C:1]([C:4]1[CH:5]=[CH:6][C:7]([S:10]([N:13]([CH3:14])[CH3:15])(=[O:12])=[O:11])=[CH:8][CH:9]=1)=[O:3]. The yield is 0.640. (5) The reactants are [Br:1][C:2]1[CH:7]=[C:6]([C:8]([F:17])([C:13]([F:16])([F:15])[F:14])[C:9]([F:12])([F:11])[F:10])[CH:5]=[C:4]([C:18]([F:21])([F:20])[F:19])[C:3]=1[NH:22][C:23](=[O:34])[C:24]1[CH:29]=[CH:28][CH:27]=[C:26]([N+:30]([O-])=O)[C:25]=1[F:33].Cl.[OH-].[Na+]. The catalyst is C(O)C. The product is [NH2:30][C:26]1[C:25]([F:33])=[C:24]([CH:29]=[CH:28][CH:27]=1)[C:23]([NH:22][C:3]1[C:4]([C:18]([F:20])([F:21])[F:19])=[CH:5][C:6]([C:8]([F:17])([C:9]([F:10])([F:11])[F:12])[C:13]([F:14])([F:15])[F:16])=[CH:7][C:2]=1[Br:1])=[O:34]. The yield is 0.990. (6) The reactants are Cl[C:2]1[N:6]2[CH:7]=[C:8]([F:11])[CH:9]=[CH:10][C:5]2=[N:4][N:3]=1.[CH3:12][OH:13]. The catalyst is CC(N(C)C)=O.C(Cl)Cl. The product is [F:11][C:8]1[CH:9]=[CH:10][C:5]2[N:6]([C:2]([N:6]3[CH2:7][CH2:8][CH2:9][C@@H:10]([CH2:12][OH:13])[CH2:5]3)=[N:3][N:4]=2)[CH:7]=1. The yield is 0.290. (7) The catalyst is CO. The reactants are C([O:4][C@H:5]([CH3:25])[CH2:6][CH2:7][CH2:8][CH2:9][N:10]1[C:18](=[O:19])[C:17]2[N:16]3[CH2:20][CH2:21][NH:22][C:15]3=[N:14][C:13]=2[N:12]([CH3:23])[C:11]1=[O:24])(=O)C.Cl.C(OCC)C. The product is [OH:4][C@H:5]([CH3:25])[CH2:6][CH2:7][CH2:8][CH2:9][N:10]1[C:18](=[O:19])[C:17]2[N:16]3[CH2:20][CH2:21][NH:22][C:15]3=[N:14][C:13]=2[N:12]([CH3:23])[C:11]1=[O:24]. The yield is 0.650. (8) The reactants are [CH3:1][O:2][C:3]1[CH:4]=[C:5]2[C:10](=[CH:11][C:12]=1[O:13][CH3:14])[CH:9]=[N:8][C:7]([C:15]([OH:17])=O)=[CH:6]2.CN(C(ON1N=NC2C=CC=CC1=2)=[N+](C)C)C.F[P-](F)(F)(F)(F)F.CCN(C(C)C)C(C)C.[CH2:51]([O:53][C:54]([C:56]1[C:64]2[N:63]=[C:62]([NH2:65])[NH:61][C:60]=2[CH:59]=[C:58]([O:66][CH2:67][CH3:68])[CH:57]=1)=[O:55])[CH3:52]. The catalyst is CN(C=O)C.[Cl-].[Na+].O. The product is [CH2:51]([O:53][C:54]([C:56]1[C:64]2[N:63]=[C:62]([NH:65][C:15]([C:7]3[N:8]=[CH:9][C:10]4[C:5]([CH:6]=3)=[CH:4][C:3]([O:2][CH3:1])=[C:12]([O:13][CH3:14])[CH:11]=4)=[O:17])[NH:61][C:60]=2[CH:59]=[C:58]([O:66][CH2:67][CH3:68])[CH:57]=1)=[O:55])[CH3:52]. The yield is 0.630. (9) The reactants are [CH:1]1([N:4]2[CH2:9][C:8]3([CH2:14][CH2:13][N:12]([S:15]([C:18]4[CH:23]=[CH:22][C:21](B5OC(C)(C)C(C)(C)O5)=[CH:20][CH:19]=4)(=[O:17])=[O:16])[CH2:11][CH2:10]3)[O:7][CH2:6][C:5]2=[O:33])[CH2:3][CH2:2]1.Br[C:35]1[CH:36]=[C:37]([S:41]([O:44]C2C(F)=C(F)C(F)=C(F)C=2F)(=[O:43])=[O:42])[CH:38]=[CH:39][CH:40]=1.C(=O)(O)[O-].[Na+]. The catalyst is C1C=CC(P(C2C=CC=CC=2)[C-]2C=CC=C2)=CC=1.C1C=CC(P(C2C=CC=CC=2)[C-]2C=CC=C2)=CC=1.Cl[Pd]Cl.[Fe+2].C(Cl)Cl.O1CCOCC1. The product is [CH:1]1([N:4]2[CH2:9][C:8]3([CH2:14][CH2:13][N:12]([S:15]([C:18]4[CH:23]=[CH:22][C:21]([C:35]5[CH:40]=[CH:39][CH:38]=[C:37]([S:41]([OH:44])(=[O:43])=[O:42])[CH:36]=5)=[CH:20][CH:19]=4)(=[O:16])=[O:17])[CH2:11][CH2:10]3)[O:7][CH2:6][C:5]2=[O:33])[CH2:3][CH2:2]1. The yield is 0.310. (10) The reactants are O1CCCOB1[C:7]1[CH:14]=[CH:13][CH:12]=[CH:11][C:8]=1[C:9]#[N:10].Br[C:16]1[CH:22]=[C:21]([C:23]([CH3:26])([CH3:25])[CH3:24])[CH:20]=[CH:19][C:17]=1[NH2:18].C([O-])([O-])=O.[K+].[K+].C1(C)C=CC=CC=1. The catalyst is [Pd].C1(P(C2C=CC=CC=2)C2C=CC=CC=2)C=CC=CC=1.C1(P(C2C=CC=CC=2)C2C=CC=CC=2)C=CC=CC=1.C1(P(C2C=CC=CC=2)C2C=CC=CC=2)C=CC=CC=1.C1(P(C2C=CC=CC=2)C2C=CC=CC=2)C=CC=CC=1.C(O)C. The product is [C:23]([C:21]1[CH:22]=[CH:16][C:17]2[C:19](=[C:7]3[C:8](=[C:9]([NH2:10])[N:18]=2)[CH:11]=[CH:12][CH:13]=[CH:14]3)[CH:20]=1)([CH3:26])([CH3:24])[CH3:25]. The yield is 0.355.